From a dataset of Forward reaction prediction with 1.9M reactions from USPTO patents (1976-2016). Predict the product of the given reaction. (1) Given the reactants [N+:1]([C:4]1[NH:8][N:7]=[C:6]([C:9]([OH:11])=[O:10])[CH:5]=1)([O-:3])=[O:2].S(Cl)(Cl)=O.[CH3:16]O, predict the reaction product. The product is: [CH3:16][O:10][C:9]([C:6]1[CH:5]=[C:4]([N+:1]([O-:3])=[O:2])[NH:8][N:7]=1)=[O:11]. (2) Given the reactants [OH:1][C:2]1[CH:3]=[C:4]2[C:9](=[CH:10][C:11]=1[CH3:12])[O:8][C:7]1([CH2:21][C:20]([CH3:23])([CH3:22])[C:19]3[C:14](=[CH:15][C:16]([CH3:25])=[C:17]([OH:24])[CH:18]=3)[O:13]1)[CH2:6][C:5]2([CH3:27])[CH3:26].[C:28](=[O:31])([O-:30])[O-].[K+].[K+].I[CH3:35].Br[CH2:37][C:38]([O:40]CC)=[O:39].[OH-].[Na+], predict the reaction product. The product is: [CH3:23][C:20]1([CH3:22])[C:19]2[C:14](=[CH:15][C:16]([CH3:25])=[C:17]([O:24][CH2:35][C:28]([OH:30])=[O:31])[CH:18]=2)[O:13][C:7]2([CH2:6][C:5]([CH3:27])([CH3:26])[C:4]3[C:9](=[CH:10][C:11]([CH3:12])=[C:2]([O:1][CH2:37][C:38]([OH:40])=[O:39])[CH:3]=3)[O:8]2)[CH2:21]1. (3) Given the reactants N1C2C(=CC(N)=CC=2)N=[CH:3][CH:2]=1.[N+:12]([C:15]1[CH:20]=[CH:19][C:18]([NH2:21])=[C:17]([NH2:22])[CH:16]=1)([O-:14])=[O:13].C(C=O)=O, predict the reaction product. The product is: [N+:12]([C:15]1[CH:16]=[C:17]2[C:18](=[CH:19][CH:20]=1)[N:21]=[CH:3][CH:2]=[N:22]2)([O-:14])=[O:13]. (4) Given the reactants [CH3:1][C:2]1[NH:3][C:4]2[C:9]([CH:10]=1)=[CH:8][CH:7]=[CH:6][CH:5]=2.[Li]CCCC.CC([O-])(C)C.[K+].[F:22][C:23]1[CH:24]=[CH:25][C:26]([O:45][CH3:46])=[C:27]([C:29]([CH3:44])([CH3:43])[CH2:30]/[C:31](=[N:36]/S(C(C)(C)C)=O)/[C:32]([F:35])([F:34])[F:33])[CH:28]=1, predict the reaction product. The product is: [F:22][C:23]1[CH:24]=[CH:25][C:26]([O:45][CH3:46])=[C:27]([C:29]([CH3:43])([CH3:44])[CH2:30][C:31]([NH2:36])([CH2:1][C:2]2[NH:3][C:4]3[C:9]([CH:10]=2)=[CH:8][CH:7]=[CH:6][CH:5]=3)[C:32]([F:35])([F:34])[F:33])[CH:28]=1. (5) Given the reactants [NH2:1][C:2]1[C:3](=[O:15])[N:4]([CH2:12][CH2:13][CH3:14])[C:5](=O)[N:6](CC)[C:7]=1[NH2:8].[F:16][C:17]([F:34])([F:33])[C:18]1[CH:19]=[C:20]([CH2:24][N:25]2[CH:29]=[C:28]([C:30]([OH:32])=O)[CH:27]=[N:26]2)[CH:21]=[CH:22][CH:23]=1.Cl.CN(C)CCCN=C=N[CH2:44][CH3:45].C[OH:48], predict the reaction product. The product is: [NH2:8][C:7]1[NH:6][CH2:5][N:4]([CH:12]([CH2:13][CH3:14])[C:44](=[O:48])[CH3:45])[C:3](=[O:15])[C:2]=1[NH:1][C:30]([C:28]1[CH:27]=[N:26][N:25]([CH2:24][C:20]2[CH:21]=[CH:22][CH:23]=[C:18]([C:17]([F:16])([F:34])[F:33])[CH:19]=2)[CH:29]=1)=[O:32]. (6) Given the reactants [CH3:1][N:2]([CH3:12])[C:3]1[CH:8]=[CH:7][C:6]([CH2:9][C:10]#[N:11])=[CH:5][CH:4]=1.[CH:13](OCC)=[O:14].[Na], predict the reaction product. The product is: [CH3:12][N:2]([CH3:1])[C:3]1[CH:8]=[CH:7][C:6]([CH:9]([CH:13]=[O:14])[C:10]#[N:11])=[CH:5][CH:4]=1. (7) Given the reactants C([O:4][CH2:5][C:6]1[CH:14]=[CH:13][CH:12]=[C:11]2[C:7]=1[C:8]([C:23](=[O:33])[C:24]([NH:26][C:27]1[CH2:28][O:29][C:30](=[O:32])[CH:31]=1)=[O:25])=[CH:9][N:10]2[CH2:15][C:16]1[CH:21]=[CH:20][C:19]([Cl:22])=[CH:18][CH:17]=1)C=C.C1(C)C=CC(S(O)(=O)=O)=CC=1, predict the reaction product. The product is: [Cl:22][C:19]1[CH:18]=[CH:17][C:16]([CH2:15][N:10]2[C:11]3[C:7](=[C:6]([CH2:5][OH:4])[CH:14]=[CH:13][CH:12]=3)[C:8]([C:23](=[O:33])[C:24]([NH:26][C:27]3[CH2:28][O:29][C:30](=[O:32])[CH:31]=3)=[O:25])=[CH:9]2)=[CH:21][CH:20]=1. (8) Given the reactants Br[C:2]1[N:7]2[N:8]=[C:9]([NH:11][C:12](=[O:19])[C:13]3[CH:18]=[CH:17][CH:16]=[N:15][CH:14]=3)[N:10]=[C:6]2[CH:5]=[CH:4][CH:3]=1.[NH2:20][CH:21]1[CH2:26][CH2:25][N:24]([CH3:27])[CH2:23][CH2:22]1, predict the reaction product. The product is: [CH3:27][N:24]1[CH2:25][CH2:26][CH:21]([NH:20][C:2]2[N:7]3[N:8]=[C:9]([NH:11][C:12](=[O:19])[C:13]4[CH:18]=[CH:17][CH:16]=[N:15][CH:14]=4)[N:10]=[C:6]3[CH:5]=[CH:4][CH:3]=2)[CH2:22][CH2:23]1. (9) The product is: [F:1][C:2]1[CH:3]=[CH:4][C:5]([C:8]2([CH2:21][O:22][CH2:23][C:24]3[C:32]4[C:28](=[N:29][N:30]([CH3:33])[N:31]=4)[CH:27]=[C:26]([C:34]([F:37])([F:35])[F:36])[CH:25]=3)[CH2:13][CH2:12][N:11]([CH3:14])[CH2:10][CH2:9]2)=[CH:6][CH:7]=1. Given the reactants [F:1][C:2]1[CH:7]=[CH:6][C:5]([C:8]2([CH2:21][O:22][CH2:23][C:24]3[C:32]4[C:28](=[N:29][N:30]([CH3:33])[N:31]=4)[CH:27]=[C:26]([C:34]([F:37])([F:36])[F:35])[CH:25]=3)[CH2:13][CH2:12][N:11]([C:14](OC(C)(C)C)=O)[CH2:10][CH2:9]2)=[CH:4][CH:3]=1.C([BH3-])#N.[Na+].C=O, predict the reaction product. (10) Given the reactants [CH2:1]([C@@H:8]1[N:14]([C:15]([N:17]2[CH2:22][CH2:21][O:20][CH2:19][CH2:18]2)=[O:16])[CH2:13][C:12]2[CH:23]=[CH:24][C:25]([C:27](OC)=[O:28])=[CH:26][C:11]=2O[CH2:9]1)[C:2]1[CH:7]=[CH:6][CH:5]=[CH:4][CH:3]=1.[NH2:31][OH:32].[OH-:33].[Na+], predict the reaction product. The product is: [CH2:1]([C@@H:8]1[N:14]([C:15]([N:17]2[CH2:18][CH2:19][O:20][CH2:21][CH2:22]2)=[O:16])[CH2:13][C:12]2[CH:23]=[CH:24][C:25]([C:27]([NH:31][OH:32])=[O:28])=[CH:26][C:11]=2[O:33][CH2:9]1)[C:2]1[CH:7]=[CH:6][CH:5]=[CH:4][CH:3]=1.